Dataset: Peptide-MHC class II binding affinity with 134,281 pairs from IEDB. Task: Regression. Given a peptide amino acid sequence and an MHC pseudo amino acid sequence, predict their binding affinity value. This is MHC class II binding data. (1) The peptide sequence is EAEPPFGESNIVIGI. The MHC is DRB1_0901 with pseudo-sequence DRB1_0901. The binding affinity (normalized) is 0.267. (2) The peptide sequence is EEVMNIVLIALSILA. The MHC is DRB4_0101 with pseudo-sequence DRB4_0103. The binding affinity (normalized) is 0.407. (3) The peptide sequence is VQAPVGAITTIEDPV. The MHC is DRB1_0401 with pseudo-sequence DRB1_0401. The binding affinity (normalized) is 0. (4) The peptide sequence is NQFCIKVLNPYMPTVIE. The MHC is DRB1_1101 with pseudo-sequence DRB1_1101. The binding affinity (normalized) is 0.193. (5) The MHC is DRB1_1501 with pseudo-sequence DRB1_1501. The binding affinity (normalized) is 0.481. The peptide sequence is YEDAKSPLTASKLTY. (6) The peptide sequence is FSKGLGKFKLTDRRE. The MHC is DRB1_0101 with pseudo-sequence DRB1_0101. The binding affinity (normalized) is 0.467. (7) The peptide sequence is FSSWETVCDSLDDYN. The MHC is DRB1_0401 with pseudo-sequence DRB1_0401. The binding affinity (normalized) is 0.192.